This data is from Full USPTO retrosynthesis dataset with 1.9M reactions from patents (1976-2016). The task is: Predict the reactants needed to synthesize the given product. (1) Given the product [Br:1][C:2]1[N:3]=[C:4]([S:15][CH3:14])[C:5]2[N:6]([CH:8]=[CH:9][N:10]=2)[CH:7]=1, predict the reactants needed to synthesize it. The reactants are: [Br:1][C:2]1[N:3]=[C:4](Br)[C:5]2[N:6]([CH:8]=[CH:9][N:10]=2)[CH:7]=1.CO.[CH3:14][S-:15].[Na+]. (2) Given the product [CH3:21][O:20][C:16]1[CH:15]=[C:14]([CH:19]=[CH:18][CH:17]=1)[C:13]([NH:12][C:9]1[CH:10]=[CH:11][C:6]([O:5][CH2:4][CH2:3][NH:2][C:40](=[O:41])[O:39][C:37]([Cl:47])([Cl:38])[Cl:36])=[C:7]([C:23]2[N:27]([CH3:28])[N:26]=[CH:25][CH:24]=2)[CH:8]=1)=[O:22], predict the reactants needed to synthesize it. The reactants are: Cl.[NH2:2][CH2:3][CH2:4][O:5][C:6]1[CH:11]=[CH:10][C:9]([NH:12][C:13](=[O:22])[C:14]2[CH:19]=[CH:18][CH:17]=[C:16]([O:20][CH3:21])[CH:15]=2)=[CH:8][C:7]=1[C:23]1[N:27]([CH3:28])[N:26]=[CH:25][CH:24]=1.C(N(CC)CC)C.[Cl:36][C:37]([Cl:47])([O:39][C:40](=O)[O:41]C(Cl)(Cl)Cl)[Cl:38]. (3) Given the product [Br:1][C:2]1[CH:3]=[CH:4][C:5]([C@@H:8]2[CH2:10][C@H:9]2[CH:11]=[O:12])=[CH:6][CH:7]=1, predict the reactants needed to synthesize it. The reactants are: [Br:1][C:2]1[CH:7]=[CH:6][C:5]([C@@H:8]2[CH2:10][C@H:9]2[C:11](N2[C@@H]3C[C@@H]4C(C)(C)[C@]3(CC4)CS2(=O)=O)=[O:12])=[CH:4][CH:3]=1.[H-].C([Al+]CC(C)C)C(C)C.C(=O)=O.[Cl-].[NH4+].